From a dataset of Forward reaction prediction with 1.9M reactions from USPTO patents (1976-2016). Predict the product of the given reaction. (1) Given the reactants [C:1]1([CH3:17])[CH:6]=[CH:5][C:4]([S:7]([C:10]2([C:15]#[N:16])[CH2:14][CH2:13][CH2:12][CH2:11]2)(=[O:9])=[O:8])=[CH:3][CH:2]=1.[H-].[Li+].[Al+3].[H-].[H-].[H-], predict the reaction product. The product is: [C:1]1([CH3:17])[CH:2]=[CH:3][C:4]([S:7]([C:10]2([CH2:15][NH2:16])[CH2:14][CH2:13][CH2:12][CH2:11]2)(=[O:9])=[O:8])=[CH:5][CH:6]=1. (2) Given the reactants [F:1][C:2]([F:7])([F:6])[C:3]([OH:5])=[O:4].FC(F)(F)C(O)=O.[Cl:15][C:16]1[CH:17]=[N:18][C:19]2[NH:20][C:21]3[CH:22]=[CH:23][CH:24]=[C:25]([CH:46]=3)[CH2:26][CH2:27][C:28]3[CH:36]=[C:32]([NH:33][C:34]=1[N:35]=2)[CH:31]=[CH:30][C:29]=3[NH:37][C:38]([CH:40]1[CH2:45][CH2:44][NH:43][CH2:42][CH2:41]1)=[O:39].[S:47](N)([NH2:50])(=[O:49])=[O:48], predict the reaction product. The product is: [F:1][C:2]([F:7])([F:6])[C:3]([OH:5])=[O:4].[NH2:50][S:47]([N:43]1[CH2:44][CH2:45][CH:40]([C:38]([NH:37][C:29]2[CH:30]=[CH:31][C:32]3[NH:33][C:34]4[N:35]=[C:19]([NH:20][C:21]5[CH:22]=[CH:23][CH:24]=[C:25]([CH:46]=5)[CH2:26][CH2:27][C:28]=2[CH:36]=3)[N:18]=[CH:17][C:16]=4[Cl:15])=[O:39])[CH2:41][CH2:42]1)(=[O:49])=[O:48]. (3) Given the reactants [F:1][C:2]([F:21])([F:20])[S:3]([O:6][C:7]1[CH2:8][CH2:9][N:10](C(OC(C)(C)C)=O)[CH2:11][CH:12]=1)(=[O:5])=[O:4].[ClH:22], predict the reaction product. The product is: [Cl-:22].[F:21][C:2]([F:1])([F:20])[S:3]([O:6][C:7]1[CH2:12][CH2:11][NH2+:10][CH2:9][CH:8]=1)(=[O:5])=[O:4]. (4) Given the reactants [N+:1]([C:4]1[CH:9]=[CH:8][C:7]([S:10][C:11]2[CH:16]=[CH:15][CH:14]=[CH:13][N:12]=2)=[CH:6][CH:5]=1)([O-])=O, predict the reaction product. The product is: [N:12]1[CH:13]=[CH:14][CH:15]=[CH:16][C:11]=1[S:10][C:7]1[CH:8]=[CH:9][C:4]([NH2:1])=[CH:5][CH:6]=1.